From a dataset of Full USPTO retrosynthesis dataset with 1.9M reactions from patents (1976-2016). Predict the reactants needed to synthesize the given product. Given the product [CH3:1][C:2]1[CH:11]=[CH:10][C:5]([C:6]([OH:8])=[O:7])=[CH:4][C:3]=1[N:12]1[C:21](=[O:22])[C:20]2[C:15](=[CH:16][CH:17]=[C:18]([N:23]3[CH2:24][CH2:25][N:26]([CH:29]([CH3:31])[CH3:30])[CH2:27][CH2:28]3)[CH:19]=2)[N:14]=[CH:13]1, predict the reactants needed to synthesize it. The reactants are: [CH3:1][C:2]1[CH:11]=[CH:10][C:5]([C:6]([O:8]C)=[O:7])=[CH:4][C:3]=1[N:12]1[C:21](=[O:22])[C:20]2[C:15](=[CH:16][CH:17]=[C:18]([N:23]3[CH2:28][CH2:27][N:26]([CH:29]([CH3:31])[CH3:30])[CH2:25][CH2:24]3)[CH:19]=2)[N:14]=[CH:13]1.[OH-].[Na+].Cl.